Dataset: Forward reaction prediction with 1.9M reactions from USPTO patents (1976-2016). Task: Predict the product of the given reaction. (1) Given the reactants [C:1]([O:5][C:6](=[O:19])[NH:7][C@H:8]([C:12]1[CH:17]=[C:16](Cl)[CH:15]=[CH:14][N:13]=1)[CH2:9][CH:10]=[CH2:11])([CH3:4])([CH3:3])[CH3:2].[NH2:20][NH2:21].[Al], predict the reaction product. The product is: [C:1]([O:5][C:6](=[O:19])[NH:7][C@H:8]([C:12]1[CH:17]=[C:16]([NH:20][NH2:21])[CH:15]=[CH:14][N:13]=1)[CH2:9][CH:10]=[CH2:11])([CH3:4])([CH3:3])[CH3:2]. (2) Given the reactants C1CN([P+](ON2N=NC3C=CC=CC2=3)(N2CCCC2)N2CCCC2)CC1.F[P-](F)(F)(F)(F)F.C(OC([NH:41][C:42]1[S:46][C:45]([C:47]2[C:52]([F:53])=[CH:51][CH:50]=[CH:49][C:48]=2[F:54])=[N:44][C:43]=1[C:55]([OH:57])=O)=O)(C)(C)C.[NH2:58][C:59]1[CH:60]=[N:61][N:62]([CH3:80])[C:63]=1[N:64]1[CH2:70][CH2:69][CH:68]([OH:71])[C:67]([NH:73]C(=O)C(F)(F)F)([CH3:72])[CH2:66][CH2:65]1.CCN(C(C)C)C(C)C.C(=O)([O-])[O-].[K+].[K+], predict the reaction product. The product is: [NH2:41][C:42]1[S:46][C:45]([C:47]2[C:48]([F:54])=[CH:49][CH:50]=[CH:51][C:52]=2[F:53])=[N:44][C:43]=1[C:55]([NH:58][C:59]1[CH:60]=[N:61][N:62]([CH3:80])[C:63]=1[N:64]1[CH2:70][CH2:69][C@H:68]([OH:71])[C@:67]([NH2:73])([CH3:72])[CH2:66][CH2:65]1)=[O:57]. (3) Given the reactants [CH2:1]([O:3][C:4](=[O:29])[CH2:5][C:6]1[CH:11]=[CH:10][C:9]([O:12][CH3:13])=[C:8]([O:14][C:15]2[CH:20]=[CH:19][C:18]([NH2:21])=[CH:17][C:16]=2[CH2:22][S:23][CH2:24][C:25]([F:28])([F:27])[F:26])[CH:7]=1)[CH3:2].[C:30](Cl)(=[O:35])[C:31]([CH3:34])([CH3:33])[CH3:32], predict the reaction product. The product is: [CH2:1]([O:3][C:4](=[O:29])[CH2:5][C:6]1[CH:11]=[CH:10][C:9]([O:12][CH3:13])=[C:8]([O:14][C:15]2[CH:20]=[CH:19][C:18]([NH:21][C:30](=[O:35])[C:31]([CH3:34])([CH3:33])[CH3:32])=[CH:17][C:16]=2[CH2:22][S:23][CH2:24][C:25]([F:26])([F:27])[F:28])[CH:7]=1)[CH3:2]. (4) Given the reactants [Cl:1][C:2]([N:4]1[C@H:9]([CH3:10])[CH2:8][N:7](C(OC(C)(C)C)=O)[CH2:6][C@@H:5]1[CH3:18])=[O:3].[F:19][CH:20]([F:30])[O:21][C:22]1[CH:29]=[CH:28][C:25]([CH2:26][OH:27])=[CH:24][CH:23]=1, predict the reaction product. The product is: [ClH:1].[CH3:18][C@H:5]1[CH2:6][NH:7][CH2:8][C@@H:9]([CH3:10])[N:4]1[C:2]([O:27][CH2:26][C:25]1[CH:24]=[CH:23][C:22]([O:21][CH:20]([F:30])[F:19])=[CH:29][CH:28]=1)=[O:3].